Binary Classification. Given a drug SMILES string, predict its activity (active/inactive) in a high-throughput screening assay against a specified biological target. From a dataset of Cav3 T-type calcium channel HTS with 100,875 compounds. (1) The molecule is O1CCN(CCNc2nc(c3CCCCc3c2C#N)CC)CC1. The result is 0 (inactive). (2) The molecule is O=C1N(C(=O)c2c1cc(cc2)C(=O)NNC(=O)c1cccnc1)CC. The result is 0 (inactive). (3) The compound is O1c2c(OC1)ccc(CNC(=O)COc1ncnc3c1ccc([N+]([O-])=O)c3)c2. The result is 0 (inactive). (4) The molecule is s1c(C(=O)NCC(=O)Nc2cc(OC)ccc2)ccc1. The result is 0 (inactive). (5) The molecule is S(=O)(=O)(N1CCC(CC1)C(=O)NC(CC)C)CC. The result is 0 (inactive). (6) The drug is S=C(Nc1ccccc1)N\N=C\c1oc(c2cc([N+]([O-])=O)ccc2)cc1. The result is 0 (inactive).